This data is from Full USPTO retrosynthesis dataset with 1.9M reactions from patents (1976-2016). The task is: Predict the reactants needed to synthesize the given product. (1) Given the product [N:1]1([C:6]2[CH:7]=[C:8]([N:12]([C:15]3[CH:20]=[CH:19][C:18]([N:21]4[CH:10]=[CH:11][CH:6]=[CH:7]4)=[CH:17][N:16]=3)[CH:13]=[O:14])[CH:9]=[CH:10][CH:11]=2)[CH:5]=[CH:4][N:3]=[CH:2]1, predict the reactants needed to synthesize it. The reactants are: [N:1]1([C:6]2[CH:7]=[C:8]([N:12]([C:15]3[CH:20]=[CH:19][C:18]([N+:21]([O-])=O)=[CH:17][N:16]=3)[CH:13]=[O:14])[CH:9]=[CH:10][CH:11]=2)[CH:5]=[CH:4][N:3]=[CH:2]1. (2) Given the product [C:1]([O:5][C:6]([CH2:8][CH:9]1[CH2:10][CH2:11][CH:12]([C:15]2[CH:16]=[CH:17][C:18]([C:19]([O:21][CH2:22][CH3:23])=[O:20])=[CH:24][CH:25]=2)[CH2:13][CH2:14]1)=[O:7])([CH3:2])([CH3:3])[CH3:4], predict the reactants needed to synthesize it. The reactants are: [C:1]([O:5][C:6]([CH:8]=[C:9]1[CH2:14][CH2:13][CH:12]([C:15]2[CH:25]=[CH:24][C:18]([C:19]([O:21][CH2:22][CH3:23])=[O:20])=[CH:17][CH:16]=2)[CH2:11][CH2:10]1)=[O:7])([CH3:4])([CH3:3])[CH3:2].[H][H]. (3) Given the product [F:1][C:2]1[CH:28]=[C:27]([F:29])[CH:26]=[CH:25][C:3]=1[C:4]([NH:6][C:7]1[CH:12]=[C:11]([O:13][CH2:14][CH2:15][O:16][CH3:17])[CH:10]=[CH:9][C:8]=1/[CH:18]=[CH:19]/[C:20]([OH:22])=[O:21])=[O:5], predict the reactants needed to synthesize it. The reactants are: [F:1][C:2]1[CH:28]=[C:27]([F:29])[CH:26]=[CH:25][C:3]=1[C:4]([NH:6][C:7]1[CH:12]=[C:11]([O:13][CH2:14][CH2:15][O:16][CH3:17])[CH:10]=[CH:9][C:8]=1/[CH:18]=[CH:19]/[C:20]([O:22]CC)=[O:21])=[O:5].[OH-].[Na+].